The task is: Regression/Classification. Given a drug SMILES string, predict its toxicity properties. Task type varies by dataset: regression for continuous values (e.g., LD50, hERG inhibition percentage) or binary classification for toxic/non-toxic outcomes (e.g., AMES mutagenicity, cardiotoxicity, hepatotoxicity). Dataset: clintox.. This data is from Clinical trial toxicity outcomes and FDA approval status for drugs. (1) The drug is CCOC(=O)[C@@](C)([NH3+])Cc1ccc(O)c(O)c1. The result is 0 (passed clinical trial). (2) The molecule is CCOC(=O)O[C@]1(C(=O)OCCl)CC[C@H]2[C@@H]3CCC4=CC(=O)C=C[C@]4(C)[C@H]3[C@@H](O)C[C@@]21C. The result is 0 (passed clinical trial). (3) The molecule is NS(=O)(=O)c1cc(C(=O)[O-])c(NCc2ccco2)cc1Cl. The result is 0 (passed clinical trial).